Dataset: Catalyst prediction with 721,799 reactions and 888 catalyst types from USPTO. Task: Predict which catalyst facilitates the given reaction. (1) Reactant: [C:1]([C:3]1[CH:4]=[C:5]2[C:10](=[CH:11][CH:12]=1)[NH:9][CH2:8][C@@H:7]([NH:13][S:14]([C:17]1[CH:22]=[CH:21][CH:20]=[CH:19][CH:18]=1)(=[O:16])=[O:15])[CH2:6]2)#[N:2].N1C=CC=CC=1.[C:29](Cl)(=[O:36])[C:30]1[CH:35]=[CH:34][CH:33]=[CH:32][CH:31]=1. Product: [C:29]([N:9]1[C:10]2[C:5](=[CH:4][C:3]([C:1]#[N:2])=[CH:12][CH:11]=2)[CH2:6][C@H:7]([NH:13][S:14]([C:17]2[CH:22]=[CH:21][CH:20]=[CH:19][CH:18]=2)(=[O:16])=[O:15])[CH2:8]1)(=[O:36])[C:30]1[CH:35]=[CH:34][CH:33]=[CH:32][CH:31]=1. The catalyst class is: 2. (2) Reactant: [N+:1]([C:4]1[CH:9]=[CH:8][CH:7]=[CH:6][C:5]=1[NH:10][CH:11]1[CH2:16][CH2:15][O:14][CH2:13][CH2:12]1)([O-])=O. Product: [O:14]1[CH2:13][CH2:12][CH:11]([NH:10][C:5]2[C:4]([NH2:1])=[CH:9][CH:8]=[CH:7][CH:6]=2)[CH2:16][CH2:15]1. The catalyst class is: 99.